From a dataset of Forward reaction prediction with 1.9M reactions from USPTO patents (1976-2016). Predict the product of the given reaction. (1) Given the reactants [N:1]1([S:6]([N:9]2[CH2:14][CH2:13][CH2:12][CH2:11][CH2:10]2)(=[O:8])=[O:7])[CH:5]=[CH:4][N:3]=[CH:2]1.[O:15](C)[S:16]([C:19]([F:22])([F:21])[F:20])(=[O:18])=[O:17], predict the reaction product. The product is: [O-:18][S:16]([C:19]([F:22])([F:21])[F:20])(=[O:17])=[O:15].[CH3:19][N+:3]1[CH:4]=[CH:5][N:1]([S:6]([N:9]2[CH2:14][CH2:13][CH2:12][CH2:11][CH2:10]2)(=[O:8])=[O:7])[CH:2]=1. (2) The product is: [CH3:20][O:19][C:17](=[O:18])[NH:16][CH2:15][CH:14]([C:21]1[CH:26]=[CH:25][C:24]([F:27])=[CH:23][C:22]=1[F:28])[N:11]1[CH2:12][CH2:13][NH:8][CH2:9][CH2:10]1. Given the reactants C(OC([N:8]1[CH2:13][CH2:12][N:11]([CH:14]([C:21]2[CH:26]=[CH:25][C:24]([F:27])=[CH:23][C:22]=2[F:28])[CH2:15][NH:16][C:17]([O:19][CH3:20])=[O:18])[CH2:10][CH2:9]1)=O)(C)(C)C.C(O)(C(F)(F)F)=O, predict the reaction product. (3) Given the reactants [NH4+].[N:2]#[C:3][S-:4].[NH2:5][C:6]1[CH:11]=[CH:10][C:9]([CH3:12])=[CH:8][CH:7]=1, predict the reaction product. The product is: [CH3:12][C:9]1[CH:10]=[CH:11][C:6]([NH:5][C:3]([NH2:2])=[S:4])=[CH:7][CH:8]=1. (4) Given the reactants [CH3:1][N:2]([CH2:4][CH:5]([C:14]1([OH:20])[CH2:19][CH2:18][CH2:17][CH2:16][CH2:15]1)[C:6]1[CH:7]=[CH:8][C:9]([O:12]C)=[CH:10][CH:11]=1)[CH3:3].OC1C=C2C(NC=C2CCN)=CC=1.C1C([C@@H](O)CN)=CC(O)=C(O)C=1, predict the reaction product. The product is: [CH3:3][N:2]([CH3:1])[CH2:4][CH:5]([C:14]1([OH:20])[CH2:15][CH2:16][CH2:17][CH2:18][CH2:19]1)[C:6]1[CH:11]=[CH:10][C:9]([OH:12])=[CH:8][CH:7]=1. (5) Given the reactants [N:1]1[N:5]2[CH:6]=[CH:7][CH:8]=[CH:9][C:4]2=[CH:3][C:2]=1[C:10]1[CH:11]=[C:12]([C:16]([OH:19])([CH3:18])[CH3:17])[CH:13]=[N:14][CH:15]=1.[Cl:20]N1C(=O)CCC1=O, predict the reaction product. The product is: [Cl:20][C:3]1[C:2]([C:10]2[CH:11]=[C:12]([C:16]([OH:19])([CH3:17])[CH3:18])[CH:13]=[N:14][CH:15]=2)=[N:1][N:5]2[CH:6]=[CH:7][CH:8]=[CH:9][C:4]=12.